From a dataset of NCI-60 drug combinations with 297,098 pairs across 59 cell lines. Regression. Given two drug SMILES strings and cell line genomic features, predict the synergy score measuring deviation from expected non-interaction effect. (1) Drug 1: COC1=NC(=NC2=C1N=CN2C3C(C(C(O3)CO)O)O)N. Drug 2: C1CC(=O)NC(=O)C1N2C(=O)C3=CC=CC=C3C2=O. Cell line: NCI-H522. Synergy scores: CSS=-0.173, Synergy_ZIP=4.76, Synergy_Bliss=6.39, Synergy_Loewe=-5.71, Synergy_HSA=-5.96. (2) Drug 1: CC1C(C(CC(O1)OC2CC(OC(C2O)C)OC3=CC4=CC5=C(C(=O)C(C(C5)C(C(=O)C(C(C)O)O)OC)OC6CC(C(C(O6)C)O)OC7CC(C(C(O7)C)O)OC8CC(C(C(O8)C)O)(C)O)C(=C4C(=C3C)O)O)O)O. Drug 2: CC1=C(N=C(N=C1N)C(CC(=O)N)NCC(C(=O)N)N)C(=O)NC(C(C2=CN=CN2)OC3C(C(C(C(O3)CO)O)O)OC4C(C(C(C(O4)CO)O)OC(=O)N)O)C(=O)NC(C)C(C(C)C(=O)NC(C(C)O)C(=O)NCCC5=NC(=CS5)C6=NC(=CS6)C(=O)NCCC[S+](C)C)O. Cell line: NCIH23. Synergy scores: CSS=61.3, Synergy_ZIP=0.624, Synergy_Bliss=0.158, Synergy_Loewe=-1.47, Synergy_HSA=0.950. (3) Cell line: SK-OV-3. Drug 1: C1=NC(=NC(=O)N1C2C(C(C(O2)CO)O)O)N. Drug 2: CN(CCCl)CCCl.Cl. Synergy scores: CSS=17.4, Synergy_ZIP=-6.01, Synergy_Bliss=-2.09, Synergy_Loewe=2.19, Synergy_HSA=2.52. (4) Drug 1: C1CN1C2=NC(=NC(=N2)N3CC3)N4CC4. Drug 2: CC1C(C(CC(O1)OC2CC(CC3=C2C(=C4C(=C3O)C(=O)C5=CC=CC=C5C4=O)O)(C(=O)C)O)N)O. Cell line: HOP-92. Synergy scores: CSS=51.8, Synergy_ZIP=1.63, Synergy_Bliss=3.75, Synergy_Loewe=-12.2, Synergy_HSA=8.13. (5) Drug 1: CS(=O)(=O)C1=CC(=C(C=C1)C(=O)NC2=CC(=C(C=C2)Cl)C3=CC=CC=N3)Cl. Drug 2: CC1=CC=C(C=C1)C2=CC(=NN2C3=CC=C(C=C3)S(=O)(=O)N)C(F)(F)F. Cell line: HCT116. Synergy scores: CSS=9.19, Synergy_ZIP=-3.23, Synergy_Bliss=-0.893, Synergy_Loewe=-0.806, Synergy_HSA=-1.27. (6) Drug 1: CC1=CC=C(C=C1)C2=CC(=NN2C3=CC=C(C=C3)S(=O)(=O)N)C(F)(F)F. Drug 2: CC1=C(C=C(C=C1)NC(=O)C2=CC=C(C=C2)CN3CCN(CC3)C)NC4=NC=CC(=N4)C5=CN=CC=C5. Cell line: UACC62. Synergy scores: CSS=2.29, Synergy_ZIP=0.0480, Synergy_Bliss=2.66, Synergy_Loewe=-0.0630, Synergy_HSA=0.761. (7) Drug 1: CC(C)CN1C=NC2=C1C3=CC=CC=C3N=C2N. Drug 2: C(CN)CNCCSP(=O)(O)O. Cell line: HCT116. Synergy scores: CSS=-2.96, Synergy_ZIP=-2.30, Synergy_Bliss=-6.93, Synergy_Loewe=-7.04, Synergy_HSA=-5.97. (8) Drug 1: C1=NNC2=C1C(=O)NC=N2. Drug 2: CC12CCC3C(C1CCC2OP(=O)(O)O)CCC4=C3C=CC(=C4)OC(=O)N(CCCl)CCCl.[Na+]. Cell line: A549. Synergy scores: CSS=7.51, Synergy_ZIP=-1.56, Synergy_Bliss=-1.21, Synergy_Loewe=-2.77, Synergy_HSA=-2.32. (9) Drug 2: C(=O)(N)NO. Drug 1: C1=NC2=C(N=C(N=C2N1C3C(C(C(O3)CO)O)O)F)N. Synergy scores: CSS=7.49, Synergy_ZIP=-2.77, Synergy_Bliss=-3.30, Synergy_Loewe=2.12, Synergy_HSA=-1.87. Cell line: SW-620. (10) Drug 1: CC(CN1CC(=O)NC(=O)C1)N2CC(=O)NC(=O)C2. Drug 2: CC(C)NC(=O)C1=CC=C(C=C1)CNNC.Cl. Cell line: HCT-15. Synergy scores: CSS=33.0, Synergy_ZIP=-8.79, Synergy_Bliss=2.18, Synergy_Loewe=-4.74, Synergy_HSA=-0.868.